The task is: Predict the reactants needed to synthesize the given product.. This data is from Full USPTO retrosynthesis dataset with 1.9M reactions from patents (1976-2016). (1) Given the product [Br:10][C:6]1[C:7](=[O:9])[NH:8][C:3]([S:2][CH3:1])=[N:4][CH:5]=1, predict the reactants needed to synthesize it. The reactants are: [CH3:1][S:2][C:3]1[NH:8][C:7](=[O:9])[CH:6]=[CH:5][N:4]=1.[Br:10]Br. (2) Given the product [Cl:1][C:2]1[C:3](=[O:19])[N:4]([CH2:31][C@@H:32]2[CH2:34][O:33]2)[N:5]=[CH:6][C:7]=1[NH:8][C@@H:9]1[CH2:14][C@@H:13]2[CH2:15][C@@H:11]([C:12]2([CH3:16])[CH3:17])[C@H:10]1[CH3:18], predict the reactants needed to synthesize it. The reactants are: [Cl:1][C:2]1[C:3](=[O:19])[NH:4][N:5]=[CH:6][C:7]=1[NH:8][C@@H:9]1[CH2:14][C@@H:13]2[CH2:15][C@@H:11]([C:12]2([CH3:17])[CH3:16])[C@H:10]1[CH3:18].CC1C=CC(S(O[CH2:31][C@@H:32]2[CH2:34][O:33]2)(=O)=O)=CC=1.C(=O)([O-])[O-].[K+].[K+].O. (3) The reactants are: N[NH:2][C:3]([C:5]1[CH:6]=[C:7](B(O)O)[CH:8]=[CH:9][CH:10]=1)=[O:4].Cl[C:15]1[CH:20]=[C:19](Cl)[N:18]=[CH:17][N:16]=1.[IH:22]. Given the product [I:22][C:15]1[CH:20]=[C:19]([C:7]2[CH:8]=[CH:9][CH:10]=[C:5]([C:3]([NH2:2])=[O:4])[CH:6]=2)[N:18]=[CH:17][N:16]=1, predict the reactants needed to synthesize it. (4) Given the product [Cl:1][C:2]1[CH:3]=[C:4]([CH:7]=[CH:8][CH:9]=1)[CH2:5][NH:6][C:42](=[O:43])[C:41]1[CH:45]=[CH:46][CH:47]=[CH:48][C:40]=1[CH2:39][N:20]1[C:21]2[C:26](=[CH:25][CH:24]=[CH:23][CH:22]=2)[C:27]2([CH2:31][O:30][C:29]3[CH:32]=[C:33]4[C:37](=[CH:38][C:28]2=3)[CH2:36][CH2:35][O:34]4)[C:19]1=[O:18], predict the reactants needed to synthesize it. The reactants are: [Cl:1][C:2]1[CH:3]=[C:4]([CH:7]=[CH:8][CH:9]=1)[CH2:5][NH2:6].C1(CN)CCCCC1.[O:18]=[C:19]1[C:27]2([CH2:31][O:30][C:29]3[CH:32]=[C:33]4[C:37](=[CH:38][C:28]2=3)[CH2:36][CH2:35][O:34]4)[C:26]2[C:21](=[CH:22][CH:23]=[CH:24][CH:25]=2)[N:20]1[CH2:39][C:40]1[CH:48]=[CH:47][CH:46]=[CH:45][C:41]=1[C:42](O)=[O:43].O=C1C2(COC3C=C4C(=CC2=3)CCO4)C2C(=CC=CC=2)N1CC1C=C(C=CC=1)C(O)=O. (5) Given the product [Cl:1][C:2]1[CH:3]=[C:4]([N:10]2[C:14]([CH3:15])=[C:13]([CH2:16][C:17]3[CH:25]=[CH:24][C:20]([C:21]([NH:27][CH2:28][CH:29]([OH:32])[CH2:30][OH:31])=[O:23])=[CH:19][CH:18]=3)[C:12]([CH3:26])=[N:11]2)[CH:5]=[CH:6][C:7]=1[C:8]#[N:9], predict the reactants needed to synthesize it. The reactants are: [Cl:1][C:2]1[CH:3]=[C:4]([N:10]2[C:14]([CH3:15])=[C:13]([CH2:16][C:17]3[CH:25]=[CH:24][C:20]([C:21]([OH:23])=O)=[CH:19][CH:18]=3)[C:12]([CH3:26])=[N:11]2)[CH:5]=[CH:6][C:7]=1[C:8]#[N:9].[NH2:27][CH2:28][CH:29]([OH:32])[CH2:30][OH:31]. (6) The reactants are: [CH3:1][O:2][C:3]([C:5]1[C:10]([Cl:11])=[C:9]([NH:12]C(=O)C)[CH:8]=[C:7]([C:16]2[CH:21]=[CH:20][C:19]([Cl:22])=[C:18]([O:23][CH2:24][CH3:25])[C:17]=2[F:26])[N:6]=1)=[O:4].C(Cl)(=O)C.O. Given the product [CH3:1][O:2][C:3]([C:5]1[C:10]([Cl:11])=[C:9]([NH2:12])[CH:8]=[C:7]([C:16]2[CH:21]=[CH:20][C:19]([Cl:22])=[C:18]([O:23][CH2:24][CH3:25])[C:17]=2[F:26])[N:6]=1)=[O:4], predict the reactants needed to synthesize it.